This data is from Full USPTO retrosynthesis dataset with 1.9M reactions from patents (1976-2016). The task is: Predict the reactants needed to synthesize the given product. (1) Given the product [Cl:1][C:2]1[C:7]([C:8]2[CH:13]=[CH:12][CH:11]=[CH:10][CH:9]=2)=[C:6]([N:14]2[CH2:19][CH2:18][CH:17]([CH3:20])[CH2:16][CH2:15]2)[N:5]=[C:4]([N:32]([C:33]#[N:34])[CH3:31])[N:3]=1, predict the reactants needed to synthesize it. The reactants are: [Cl:1][C:2]1[C:7]([C:8]2[CH:13]=[CH:12][CH:11]=[CH:10][CH:9]=2)=[C:6]([N:14]2[CH2:19][CH2:18][CH:17]([CH3:20])[CH2:16][CH2:15]2)[N:5]=[C:4](S(C)(=O)=O)[N:3]=1.C(=O)([O-])[O-].[K+].[K+].[CH3:31][NH:32][C:33]#[N:34].C(OCC)(=O)C. (2) The reactants are: [CH3:1][N:2]1[C:7](=[O:8])[C:6]2=[C:9]([NH:25][C:26]3[CH:31]=[CH:30][CH:29]=[CH:28][CH:27]=3)[N:10]([CH2:12][C:13]3[CH:18]=[CH:17][C:16]([C:19]4[CH:24]=[CH:23][CH:22]=[CH:21][N:20]=4)=[CH:15][CH:14]=3)[N:11]=[C:5]2[N:4]([CH2:32][CH:33]2[CH2:37][CH2:36][CH2:35][NH:34]2)[C:3]1=[O:38].C=O.[BH3-][C:42]#N.[Na+]. Given the product [CH3:1][N:2]1[C:7](=[O:8])[C:6]2=[C:9]([NH:25][C:26]3[CH:31]=[CH:30][CH:29]=[CH:28][CH:27]=3)[N:10]([CH2:12][C:13]3[CH:18]=[CH:17][C:16]([C:19]4[CH:24]=[CH:23][CH:22]=[CH:21][N:20]=4)=[CH:15][CH:14]=3)[N:11]=[C:5]2[N:4]([CH2:32][CH:33]2[CH2:37][CH2:36][CH2:35][N:34]2[CH3:42])[C:3]1=[O:38], predict the reactants needed to synthesize it. (3) Given the product [I:1][C:2]1[CH:3]=[C:4]2[C:9](=[CH:10][CH:11]=1)[O:8][C@@H:7]([C:12]([NH2:19])=[O:14])[CH2:6][CH2:5]2, predict the reactants needed to synthesize it. The reactants are: [I:1][C:2]1[CH:3]=[C:4]2[C:9](=[CH:10][CH:11]=1)[O:8][C@@H:7]([C:12]([OH:14])=O)[CH2:6][CH2:5]2.C([O-])(=O)C.[NH4+:19].